Predict the reactants needed to synthesize the given product. From a dataset of Full USPTO retrosynthesis dataset with 1.9M reactions from patents (1976-2016). Given the product [F:31][C:25]1[CH:26]=[CH:27][C:28]([F:30])=[CH:29][C:24]=1[C@H:20]1[CH2:21][CH2:22][CH2:23][N:19]1[C:16]1[CH:17]=[CH:18][N:13]2[N:12]=[CH:11][C:10]([C:8]([NH:7][C:4]([CH3:6])([CH3:5])[CH2:3][NH:2][S:40]([CH3:39])(=[O:42])=[O:41])=[O:9])=[C:14]2[N:15]=1, predict the reactants needed to synthesize it. The reactants are: Cl.[NH2:2][CH2:3][C:4]([NH:7][C:8]([C:10]1[CH:11]=[N:12][N:13]2[CH:18]=[CH:17][C:16]([N:19]3[CH2:23][CH2:22][CH2:21][C@@H:20]3[C:24]3[CH:29]=[C:28]([F:30])[CH:27]=[CH:26][C:25]=3[F:31])=[N:15][C:14]=12)=[O:9])([CH3:6])[CH3:5].C(N(CC)CC)C.[CH3:39][S:40](Cl)(=[O:42])=[O:41].